This data is from Forward reaction prediction with 1.9M reactions from USPTO patents (1976-2016). The task is: Predict the product of the given reaction. (1) Given the reactants C(OC([N:8]1[CH2:13][CH2:12][N:11]([C:14]2[N:19]=[C:18]([C:20]3[CH:25]=[CH:24][N:23]=[C:22]([N:26](C(OC(C)(C)C)=O)[CH:27]4[CH2:32][CH2:31][CH2:30][CH2:29][CH2:28]4)[CH:21]=3)[CH:17]=[C:16]([NH2:40])[CH:15]=2)[CH2:10][CH2:9]1)=O)(C)(C)C.[N-:41]=[N+:42]=[N-:43].[Na+].[CH:45](OC)(OC)OC, predict the reaction product. The product is: [CH:27]1([NH:26][C:22]2[CH:21]=[C:20]([C:18]3[CH:17]=[C:16]([N:40]4[CH:45]=[N:43][N:42]=[N:41]4)[CH:15]=[C:14]([N:11]4[CH2:10][CH2:9][NH:8][CH2:13][CH2:12]4)[N:19]=3)[CH:25]=[CH:24][N:23]=2)[CH2:32][CH2:31][CH2:30][CH2:29][CH2:28]1. (2) Given the reactants C(OC([N:8]([CH2:18][CH2:19][C:20]1[CH:25]=[CH:24][C:23]([N+:26]([O-:28])=[O:27])=[CH:22][CH:21]=1)[CH2:9][CH2:10][NH:11][CH2:12][C:13](OCC)=[O:14])=O)(C)(C)C.Cl.C(N(CC)CC)C, predict the reaction product. The product is: [N+:26]([C:23]1[CH:24]=[CH:25][C:20]([CH2:19][CH2:18][N:8]2[CH2:9][CH2:10][NH:11][CH2:12][C:13]2=[O:14])=[CH:21][CH:22]=1)([O-:28])=[O:27]. (3) Given the reactants [CH3:1][C:2]1[CH:7]=[CH:6][C:5]([N+:8]([O-:10])=[O:9])=[CH:4][C:3]=1[CH3:11].[I:12]I.S([O-])(O)=O.[Na+], predict the reaction product. The product is: [I:12][C:7]1[CH:6]=[C:5]([N+:8]([O-:10])=[O:9])[CH:4]=[C:3]([CH3:11])[C:2]=1[CH3:1]. (4) Given the reactants [CH3:1][N:2]1[C:6]([N:7]2[C:11]3=[N:12][CH:13]=[CH:14][CH:15]=[C:10]3[CH:9]=[CH:8]2)=[C:5](/[CH:16]=[CH:17]/[C:18]([O:20]CC)=[O:19])[C:4]([CH3:23])=[N:3]1.O1CCCC1.[OH-].[Na+].S([O-])(O)(=O)=O.[K+], predict the reaction product. The product is: [CH3:1][N:2]1[C:6]([N:7]2[C:11]3=[N:12][CH:13]=[CH:14][CH:15]=[C:10]3[CH:9]=[CH:8]2)=[C:5](/[CH:16]=[CH:17]/[C:18]([OH:20])=[O:19])[C:4]([CH3:23])=[N:3]1. (5) Given the reactants C[O:2][C:3](=[O:39])[C@@H:4]([NH:7][C:8]([C:10]1[N:19]2[C:13]([CH2:14][N:15]([C:24](=[O:38])[C:25]3[CH:30]=[CH:29][C:28]([C:31]4[CH2:36][CH2:35][CH2:34][CH2:33][CH:32]=4)=[C:27]([CH3:37])[CH:26]=3)[C:16]3[CH:23]=[CH:22][CH:21]=[CH:20][C:17]=3[CH2:18]2)=[CH:12][CH:11]=1)=[O:9])[CH2:5][OH:6].[OH-].[Na+].Cl, predict the reaction product. The product is: [C:31]1([C:28]2[CH:29]=[CH:30][C:25]([C:24]([N:15]3[C:16]4[CH:23]=[CH:22][CH:21]=[CH:20][C:17]=4[CH2:18][N:19]4[C:10]([C:8]([NH:7][C@@H:4]([CH2:5][OH:6])[C:3]([OH:39])=[O:2])=[O:9])=[CH:11][CH:12]=[C:13]4[CH2:14]3)=[O:38])=[CH:26][C:27]=2[CH3:37])[CH2:36][CH2:35][CH2:34][CH2:33][CH:32]=1. (6) Given the reactants Br[C:2]1[CH:3]=[C:4]2[C:9]([NH:10][C@H:11]3[C:15]4([CH2:18][CH2:17][CH2:16]4)[CH2:14][N:13]([C:19]([O:21][CH2:22][C:23]4[CH:28]=[CH:27][CH:26]=[CH:25][CH:24]=4)=[O:20])[CH2:12]3)=[C:8]([C:29](=[O:31])[NH2:30])[CH:7]=[N:6][N:5]2[CH:32]=1.[CH3:33][N:34]1[CH:38]=[C:37](B2OC(C)(C)C(C)(C)O2)[CH:36]=[N:35]1.P([O-])([O-])([O-])=O.[K+].[K+].[K+].N#N, predict the reaction product. The product is: [C:29]([C:8]1[CH:7]=[N:6][N:5]2[CH:32]=[C:2]([C:37]3[CH:36]=[N:35][N:34]([CH3:33])[CH:38]=3)[CH:3]=[C:4]2[C:9]=1[NH:10][C@H:11]1[C:15]2([CH2:18][CH2:17][CH2:16]2)[CH2:14][N:13]([C:19]([O:21][CH2:22][C:23]2[CH:28]=[CH:27][CH:26]=[CH:25][CH:24]=2)=[O:20])[CH2:12]1)(=[O:31])[NH2:30]. (7) Given the reactants [CH2:1]([C:3]1[N:7]([C:8]2[N:16]=[C:15]3[C:11]([N:12]=[C:13]([CH2:18][CH:19]4[CH2:24][CH2:23][NH:22][CH2:21][CH2:20]4)[N:14]3[CH3:17])=[C:10]([N:25]3[CH2:30][CH2:29][O:28][CH2:27][CH2:26]3)[N:9]=2)[C:6]2[CH:31]=[CH:32][CH:33]=[CH:34][C:5]=2[N:4]=1)[CH3:2].[C:35](Cl)(=[O:39])[CH:36]([CH3:38])[CH3:37].CCN(CC)CC, predict the reaction product. The product is: [CH2:1]([C:3]1[N:7]([C:8]2[N:16]=[C:15]3[C:11]([N:12]=[C:13]([CH2:18][CH:19]4[CH2:20][CH2:21][N:22]([C:35](=[O:39])[CH:36]([CH3:38])[CH3:37])[CH2:23][CH2:24]4)[N:14]3[CH3:17])=[C:10]([N:25]3[CH2:26][CH2:27][O:28][CH2:29][CH2:30]3)[N:9]=2)[C:6]2[CH:31]=[CH:32][CH:33]=[CH:34][C:5]=2[N:4]=1)[CH3:2]. (8) The product is: [CH:17]([NH:16][C:5]1[C:4]([CH2:3][C:25]2[C:24]3[C:29](=[CH:30][C:31]([O:32][CH3:33])=[C:22]([O:21][CH3:20])[CH:23]=3)[C:28]([CH2:34][CH2:35][CH3:36])=[N:27][C:26]=2[OH:37])=[CH:13][C:12]2[C:7](=[CH:8][CH:9]=[C:10]([O:14][CH3:15])[CH:11]=2)[N:6]=1)([CH3:19])[CH3:18]. Given the reactants Cl.Cl[CH2:3][C:4]1[C:5]([NH:16][CH:17]([CH3:19])[CH3:18])=[N:6][C:7]2[C:12]([CH:13]=1)=[CH:11][C:10]([O:14][CH3:15])=[CH:9][CH:8]=2.[CH3:20][O:21][C:22]1[CH:23]=[C:24]2[C:29](=[CH:30][C:31]=1[O:32][CH3:33])[C:28]([CH2:34][CH2:35][CH3:36])=[N:27][C:26]([OH:37])=[CH:25]2.[Li+].[OH-], predict the reaction product. (9) Given the reactants [CH2:1]([O:4][C:5]1[C:9]2[CH:10]=[C:11]([N+:18]([O-])=O)[C:12]([O:14][CH2:15][CH:16]=[CH2:17])=[CH:13][C:8]=2[O:7][N:6]=1)[CH:2]=[CH2:3].O.O.[Sn](Cl)Cl.C(=O)([O-])[O-].[Na+].[Na+], predict the reaction product. The product is: [CH2:1]([O:4][C:5]1[C:9]2[CH:10]=[C:11]([NH2:18])[C:12]([O:14][CH2:15][CH:16]=[CH2:17])=[CH:13][C:8]=2[O:7][N:6]=1)[CH:2]=[CH2:3].